This data is from Full USPTO retrosynthesis dataset with 1.9M reactions from patents (1976-2016). The task is: Predict the reactants needed to synthesize the given product. (1) Given the product [CH3:18][O:17][C:14]1[CH:15]=[CH:16][C:11]([CH:10]2[O:7][C:2]([CH3:6])([CH3:1])[CH2:3][CH2:4][O:5]2)=[CH:12][CH:13]=1, predict the reactants needed to synthesize it. The reactants are: [CH3:1][C:2]([OH:7])([CH3:6])[CH2:3][CH2:4][OH:5].CO[CH2:10][C:11]1(COC)[CH:16]=[CH:15][C:14]([O:17][CH3:18])=[CH:13][CH2:12]1.O.C1(C)C=CC(S(O)(=O)=O)=CC=1.C(=O)([O-])O.[Na+]. (2) Given the product [N:49]([C@H:31]([C:30]1[C:21]([Cl:20])=[N:22][C:23]2[C:28]([CH:29]=1)=[CH:27][CH:26]=[CH:25][C:24]=2[F:34])[CH3:32])=[N+:50]=[N-:51], predict the reactants needed to synthesize it. The reactants are: C1(P(C2C=CC=CC=2)C2C=CC=CC=2)C=CC=CC=1.[Cl:20][C:21]1[C:30]([C@H:31](O)[CH3:32])=[CH:29][C:28]2[C:23](=[C:24]([F:34])[CH:25]=[CH:26][CH:27]=2)[N:22]=1.C1(P([N:49]=[N+:50]=[N-:51])(C2C=CC=CC=2)=O)C=CC=CC=1. (3) The reactants are: Br[C:2]1[CH:11]=[CH:10][C:5]2[C:6]([CH3:9])=[N:7][O:8][C:4]=2[CH:3]=1.[CH3:12][C:13]1[CH:18]=[CH:17][C:16]([NH:19][C:20](=[O:32])[C:21]2[CH:26]=[CH:25][N:24]=[C:23]([N:27]3[CH2:31][CH2:30][CH2:29][CH2:28]3)[CH:22]=2)=[CH:15][C:14]=1B1OC(C)(C)C(C)(C)O1.C(=O)([O-])[O-].[Na+].[Na+]. Given the product [CH3:12][C:13]1[CH:18]=[CH:17][C:16]([NH:19][C:20](=[O:32])[C:21]2[CH:26]=[CH:25][N:24]=[C:23]([N:27]3[CH2:31][CH2:30][CH2:29][CH2:28]3)[CH:22]=2)=[CH:15][C:14]=1[C:2]1[CH:11]=[CH:10][C:5]2[C:6]([CH3:9])=[N:7][O:8][C:4]=2[CH:3]=1, predict the reactants needed to synthesize it. (4) Given the product [Cl:1][C:2]1[CH:9]=[CH:8][C:5]([C:6]#[N:7])=[C:4]([O:10][C:11]2[CH:16]=[CH:15][CH:14]=[C:13]([CH2:17][Cl:24])[C:12]=2[S:21][CH2:22][CH3:23])[CH:3]=1, predict the reactants needed to synthesize it. The reactants are: [Cl:1][C:2]1[CH:9]=[CH:8][C:5]([C:6]#[N:7])=[C:4]([O:10][C:11]2[CH:16]=[CH:15][CH:14]=[C:13]([CH2:17]N(C)C)[C:12]=2[S:21][CH2:22][CH3:23])[CH:3]=1.[Cl:24]C(OCC)=O.O.C(OCC)C. (5) Given the product [CH3:15][N:1]1[C:9]2[C:4](=[CH:5][CH:6]=[C:7]([C:10]([OH:12])=[O:11])[CH:8]=2)[CH:3]=[CH:2]1, predict the reactants needed to synthesize it. The reactants are: [NH:1]1[C:9]2[C:4](=[CH:5][CH:6]=[C:7]([C:10]([OH:12])=[O:11])[CH:8]=2)[CH:3]=[CH:2]1.[H-].[Na+].[CH3:15]I.[OH-].[K+]. (6) Given the product [ClH:3].[Cl:3][C:4]1[CH:5]=[C:6]([F:33])[C:7]([N:10]2[CH2:15][CH2:14][CH:13]([N:16]3[CH2:20][CH2:19][C@H:18]([O:21][C:22]4[CH:23]=[CH:24][C:25]([C:28]([OH:30])=[O:29])=[N:26][CH:27]=4)[C:17]3=[O:32])[CH2:12][CH2:11]2)=[N:8][CH:9]=1, predict the reactants needed to synthesize it. The reactants are: [Li+].[OH-].[Cl:3][C:4]1[CH:5]=[C:6]([F:33])[C:7]([N:10]2[CH2:15][CH2:14][CH:13]([N:16]3[CH2:20][CH2:19][C@H:18]([O:21][C:22]4[CH:23]=[CH:24][C:25]([C:28]([O:30]C)=[O:29])=[N:26][CH:27]=4)[C:17]3=[O:32])[CH2:12][CH2:11]2)=[N:8][CH:9]=1. (7) Given the product [NH2:17][C:11]1[C:10]2[C:14](=[CH:15][CH:16]=[C:8]([F:7])[C:9]=2[O:18][CH3:19])[N:13]([CH2:21][C:22]2[CH:23]=[C:24]([CH:27]=[CH:28][CH:29]=2)[C:25]#[N:26])[N:12]=1, predict the reactants needed to synthesize it. The reactants are: [OH-].[K+].CS(C)=O.[F:7][C:8]1[C:9]([O:18][CH3:19])=[C:10]2[C:14](=[CH:15][CH:16]=1)[NH:13][N:12]=[C:11]2[NH2:17].Cl[CH2:21][C:22]1[CH:23]=[C:24]([CH:27]=[CH:28][CH:29]=1)[C:25]#[N:26]. (8) Given the product [C:19]([O:18][C:16]([NH:15][C@H:11]([C:12]([NH:35][CH:36]1[N:42]=[C:41]([C:43]2[CH:44]=[CH:45][CH:46]=[CH:47][CH:48]=2)[C:40]2[CH:49]=[CH:50][CH:51]=[CH:52][C:39]=2[N:38]([CH2:53][CH2:54][CH2:55][C:56]([F:58])([F:57])[F:59])[C:37]1=[O:60])=[O:14])[CH3:10])=[O:17])([CH3:22])([CH3:21])[CH3:20], predict the reactants needed to synthesize it. The reactants are: C(N(CC)C(C)C)(C)C.[CH3:10][C@H:11]([NH:15][C:16]([O:18][C:19]([CH3:22])([CH3:21])[CH3:20])=[O:17])[C:12]([OH:14])=O.Cl.CN(C)CCCN=C=NCC.[NH2:35][CH:36]1[N:42]=[C:41]([C:43]2[CH:48]=[CH:47][CH:46]=[CH:45][CH:44]=2)[C:40]2[CH:49]=[CH:50][CH:51]=[CH:52][C:39]=2[N:38]([CH2:53][CH2:54][CH2:55][C:56]([F:59])([F:58])[F:57])[C:37]1=[O:60].